Task: Predict the reaction yield, written as a fraction of the theoretical maximum amount of product (1.0 means a 100% yield; for example, 0.34 means a 34% yield).. Dataset: Reaction yield outcomes from USPTO patents with 853,638 reactions The reactants are [Cl-].[C:2]([C@@H:5]([O:24][CH2:25][CH3:26])[CH2:6][C:7]1[CH:23]=[CH:22][C:10]([O:11][CH2:12][CH2:13][CH2:14][C:15]2[CH:20]=[CH:19][C:18]([NH3+:21])=[CH:17][CH:16]=2)=[CH:9][CH:8]=1)([OH:4])=[O:3].C(N(CC)C(C)C)(C)C.[C:36]([O:40][C:41]([NH:43][C:44](=[N:47][C:48]([O:50][C:51]([CH3:54])([CH3:53])[CH3:52])=[O:49])SC)=[O:42])([CH3:39])([CH3:38])[CH3:37]. The catalyst is C(O)(C)C. The product is [C:51]([O:50][C:48]([NH:47][C:44]([NH:21][C:18]1[CH:17]=[CH:16][C:15]([CH2:14][CH2:13][CH2:12][O:11][C:10]2[CH:22]=[CH:23][C:7]([CH2:6][C@H:5]([O:24][CH2:25][CH3:26])[C:2]([OH:4])=[O:3])=[CH:8][CH:9]=2)=[CH:20][CH:19]=1)=[N:43][C:41]([O:40][C:36]([CH3:39])([CH3:38])[CH3:37])=[O:42])=[O:49])([CH3:54])([CH3:53])[CH3:52]. The yield is 0.270.